This data is from Aqueous solubility values for 9,982 compounds from the AqSolDB database. The task is: Regression/Classification. Given a drug SMILES string, predict its absorption, distribution, metabolism, or excretion properties. Task type varies by dataset: regression for continuous measurements (e.g., permeability, clearance, half-life) or binary classification for categorical outcomes (e.g., BBB penetration, CYP inhibition). For this dataset (solubility_aqsoldb), we predict Y. (1) The compound is N[C@@H](Cc1cc(Cl)c(O)c(Cl)c1)C(=O)O. The Y is -0.796 log mol/L. (2) The compound is O.[K].[Li].[Ti]. The Y is -5.05 log mol/L. (3) The drug is CC(=O)CC(=O)CC(C)C. The Y is -1.60 log mol/L. (4) The drug is CC(C)(C)c1cc(CCC(=O)O)cc(-n2nc3ccccc3n2)c1O. The Y is -5.53 log mol/L. (5) The molecule is CCCCC(CC)COC(=O)CC(C)CC(C)(C)C. The Y is -5.95 log mol/L. (6) The compound is O=[N+]([O-])[O-].O=[N+]([O-])[O-].[Pd+2]. The Y is -1.36 log mol/L.